This data is from Full USPTO retrosynthesis dataset with 1.9M reactions from patents (1976-2016). The task is: Predict the reactants needed to synthesize the given product. (1) Given the product [Br:1][C:2]1[CH:7]=[CH:6][C:5]([N:15]2[C:11](=[O:10])[CH2:12][C@H:13]([NH:16][C:17](=[O:23])[O:18][C:19]([CH3:21])([CH3:20])[CH3:22])[CH2:14]2)=[CH:4][C:3]=1[CH3:9], predict the reactants needed to synthesize it. The reactants are: [Br:1][C:2]1[CH:7]=[CH:6][C:5](I)=[CH:4][C:3]=1[CH3:9].[O:10]=[C:11]1[NH:15][CH2:14][C@@H:13]([NH:16][C:17](=[O:23])[O:18][C:19]([CH3:22])([CH3:21])[CH3:20])[CH2:12]1.[F-].[Cs+].CN(C)CCN.[Cl-].[NH4+]. (2) Given the product [CH2:1]([O:5][C:6]1[C:11]([CH2:12][CH2:13][C:14]([NH:16][CH2:17][C:18]2[CH:23]=[CH:22][C:21]([NH:24][S:25]([CH3:28])(=[O:26])=[O:27])=[C:20]([F:29])[CH:19]=2)=[O:15])=[CH:10][CH:9]=[C:8]([C:30]([F:32])([F:33])[F:31])[N:7]=1)[CH2:2][CH2:3][CH3:4], predict the reactants needed to synthesize it. The reactants are: [CH2:1]([O:5][C:6]1[C:11]([CH:12]=[CH:13][C:14]([NH:16][CH2:17][C:18]2[CH:23]=[CH:22][C:21]([NH:24][S:25]([CH3:28])(=[O:27])=[O:26])=[C:20]([F:29])[CH:19]=2)=[O:15])=[CH:10][CH:9]=[C:8]([C:30]([F:33])([F:32])[F:31])[N:7]=1)[CH2:2][CH2:3][CH3:4].CO. (3) Given the product [N:25]([CH:6]([C:8]1[N:9]([C:18]2[CH:23]=[CH:22][CH:21]=[C:20]([F:24])[CH:19]=2)[C:10]2[C:15]([CH:16]=1)=[CH:14][CH:13]=[C:12]([Cl:17])[CH:11]=2)[CH3:7])=[N+:26]=[N-:27], predict the reactants needed to synthesize it. The reactants are: CS(O[CH:6]([C:8]1[N:9]([C:18]2[CH:23]=[CH:22][CH:21]=[C:20]([F:24])[CH:19]=2)[C:10]2[C:15]([CH:16]=1)=[CH:14][CH:13]=[C:12]([Cl:17])[CH:11]=2)[CH3:7])(=O)=O.[N-:25]=[N+:26]=[N-:27].[Na+]. (4) Given the product [CH3:14][S:13][C:4]1[C:3]([C:15]([O:17][N:26]2[C:27]3=[N:32][CH:31]=[CH:30][CH:29]=[C:28]3[N:33]=[N:34]2)=[O:16])=[C:2]([NH2:1])[N:6]([C:7]2[CH:12]=[CH:11][CH:10]=[CH:9][CH:8]=2)[N:5]=1, predict the reactants needed to synthesize it. The reactants are: [NH2:1][C:2]1[N:6]([C:7]2[CH:12]=[CH:11][CH:10]=[CH:9][CH:8]=2)[N:5]=[C:4]([S:13][CH3:14])[C:3]=1[C:15]([OH:17])=[O:16].CN(C(O[N:26]1[N:34]=[N:33][C:28]2[CH:29]=[CH:30][CH:31]=[N:32][C:27]1=2)=[N+](C)C)C.F[P-](F)(F)(F)(F)F.C1C=NC2N(O)N=NC=2C=1.CCN(C(C)C)C(C)C. (5) Given the product [CH3:5][O:6][C:7]([C:9]1[CH:10]=[C:11]([CH3:32])[C:12]2[O:18][C:17]3[C:19]([Cl:28])=[CH:20][C:21]([NH:23][C:24](=[O:27])[CH2:25][NH:4][CH:1]([CH3:3])[CH3:2])=[CH:22][C:16]=3[CH2:15][S:14](=[O:30])(=[O:29])[C:13]=2[CH:31]=1)=[O:8], predict the reactants needed to synthesize it. The reactants are: [CH:1]([NH2:4])([CH3:3])[CH3:2].[CH3:5][O:6][C:7]([C:9]1[CH:10]=[C:11]([CH3:32])[C:12]2[O:18][C:17]3[C:19]([Cl:28])=[CH:20][C:21]([NH:23][C:24](=[O:27])[CH2:25]Cl)=[CH:22][C:16]=3[CH2:15][S:14](=[O:30])(=[O:29])[C:13]=2[CH:31]=1)=[O:8]. (6) The reactants are: C([O:3][C:4]1(OCC)[CH2:9][CH2:8][N:7]([C@H:10]([C:12]2[CH:17]=[CH:16][CH:15]=[CH:14][CH:13]=2)[CH3:11])[C@H:6]([CH2:18][N:19]2[C:23](=[O:24])[C:22]3=[CH:25][CH:26]=[CH:27][CH:28]=[C:21]3[C:20]2=[O:29])[CH2:5]1)C.C(=O)([O-])[O-].[Na+].[Na+]. Given the product [O:3]=[C:4]1[CH2:9][CH2:8][N:7]([C@H:10]([C:12]2[CH:17]=[CH:16][CH:15]=[CH:14][CH:13]=2)[CH3:11])[C@H:6]([CH2:18][N:19]2[C:23](=[O:24])[C:22]3=[CH:25][CH:26]=[CH:27][CH:28]=[C:21]3[C:20]2=[O:29])[CH2:5]1, predict the reactants needed to synthesize it.